Dataset: Catalyst prediction with 721,799 reactions and 888 catalyst types from USPTO. Task: Predict which catalyst facilitates the given reaction. (1) Product: [CH3:17][C:16]([CH3:19])([CH3:18])[CH2:15][C:14]([C:21]1[CH:22]=[CH:23][C:24]([C:25]#[N:26])=[CH:27][CH:28]=1)=[CH2:20]. The catalyst class is: 260. Reactant: O.C1(C)C=CC(S(O)(=O)=O)=CC=1.O[C:14]([C:21]1[CH:28]=[CH:27][C:24]([C:25]#[N:26])=[CH:23][CH:22]=1)([CH3:20])[CH2:15][C:16]([CH3:19])([CH3:18])[CH3:17]. (2) The catalyst class is: 17. Product: [CH3:12][C:11]1[CH:10]=[CH:9][C:4]([C:5]([O:7][CH3:8])=[O:6])=[CH:3][C:2]=1[O:1][S:14]([CH3:13])(=[O:16])=[O:15]. Reactant: [OH:1][C:2]1[CH:3]=[C:4]([CH:9]=[CH:10][C:11]=1[CH3:12])[C:5]([O:7][CH3:8])=[O:6].[CH3:13][S:14](Cl)(=[O:16])=[O:15]. (3) Reactant: N1C=CC=CC=1.FC(F)(F)S(OS(C(F)(F)F)(=O)=O)(=O)=O.[C:22]([O:26][C:27]([N:29]1[CH2:34][CH2:33][C:32](O)([C:35]#[C:36][C:37]([O:39][CH3:40])=[O:38])[CH2:31][CH2:30]1)=[O:28])([CH3:25])([CH3:24])[CH3:23].C(=O)([O-])O.[Na+]. Product: [C:22]([O:26][C:27]([N:29]1[CH2:30][CH:31]=[C:32]([C:35]#[C:36][C:37]([O:39][CH3:40])=[O:38])[CH2:33][CH2:34]1)=[O:28])([CH3:25])([CH3:24])[CH3:23]. The catalyst class is: 4. (4) Reactant: [CH2:1]([O:8][C:9]1[CH:14]=[CH:13][C:12]([C@H:15]2[N:18]([C:19]3[CH:24]=[CH:23][C:22]([F:25])=[CH:21][CH:20]=3)[C:17](=[O:26])[C@@H:16]2[CH2:27][CH2:28][C:29]2([C:34]3[CH:39]=[CH:38][C:37]([F:40])=[CH:36][CH:35]=3)OCC[O:30]2)=[CH:11][CH:10]=1)[C:2]1[CH:7]=[CH:6][CH:5]=[CH:4][CH:3]=1.O.C1(C)C=CC(S(O)(=O)=O)=CC=1. Product: [CH2:1]([O:8][C:9]1[CH:10]=[CH:11][C:12]([C@H:15]2[N:18]([C:19]3[CH:24]=[CH:23][C:22]([F:25])=[CH:21][CH:20]=3)[C:17](=[O:26])[C@@H:16]2[CH2:27][CH2:28][C:29]([C:34]2[CH:39]=[CH:38][C:37]([F:40])=[CH:36][CH:35]=2)=[O:30])=[CH:13][CH:14]=1)[C:2]1[CH:3]=[CH:4][CH:5]=[CH:6][CH:7]=1. The catalyst class is: 21. (5) Reactant: [Cl:1][C:2]1[CH:7]=[CH:6][C:5]([C:8]2[C:9](/[CH:16]=[CH:17]/[C:18]([O:20][CH2:21][CH3:22])=[O:19])=[N:10][O:11][C:12]=2[CH:13]([CH3:15])[CH3:14])=[C:4]([C:23](=[O:34])[C:24]2[CH:29]=[CH:28][CH:27]=[C:26]([O:30][CH3:31])[C:25]=2[O:32][CH3:33])[CH:3]=1.[H-].C(O[Al](OC(C)(C)C)OC(C)(C)C)(C)(C)C.[Li+].Cl.O. Product: [CH2:21]([O:20][C:18](=[O:19])[CH2:17][CH:16]1[C:9]2=[N:10][O:11][C:12]([CH:13]([CH3:14])[CH3:15])=[C:8]2[C:5]2[CH:6]=[CH:7][C:2]([Cl:1])=[CH:3][C:4]=2[CH:23]([C:24]2[CH:29]=[CH:28][CH:27]=[C:26]([O:30][CH3:31])[C:25]=2[O:32][CH3:33])[O:34]1)[CH3:22]. The catalyst class is: 1. (6) Reactant: [NH2:1][CH2:2][CH2:3][CH2:4][N:5]1[CH:14]=[CH:13][C:12]2[C:7](=[CH:8][C:9]([C:15]([O:17][CH3:18])=[O:16])=[CH:10][CH:11]=2)[C:6]1=[O:19].Cl.C(N(CC)CC)C.[CH3:28][C:29]([CH3:34])([CH3:33])[C:30](Cl)=[O:31]. Product: [CH3:28][C:29]([CH3:34])([CH3:33])[C:30]([NH:1][CH2:2][CH2:3][CH2:4][N:5]1[CH:14]=[CH:13][C:12]2[C:7](=[CH:8][C:9]([C:15]([O:17][CH3:18])=[O:16])=[CH:10][CH:11]=2)[C:6]1=[O:19])=[O:31]. The catalyst class is: 2.